From a dataset of Forward reaction prediction with 1.9M reactions from USPTO patents (1976-2016). Predict the product of the given reaction. (1) Given the reactants [CH2:1]([O:8][C:9]1[CH:14]=[CH:13][CH:12]=[C:11]([F:15])[C:10]=1[N+:16]([O-])=O)[C:2]1[CH:7]=[CH:6][CH:5]=[CH:4][CH:3]=1.Cl[Sn]Cl.C([O-])([O-])=O.[K+].[K+], predict the reaction product. The product is: [CH2:1]([O:8][C:9]1[CH:14]=[CH:13][CH:12]=[C:11]([F:15])[C:10]=1[NH2:16])[C:2]1[CH:3]=[CH:4][CH:5]=[CH:6][CH:7]=1. (2) Given the reactants [CH2:1]([O:3][C:4]1[C:9]([CH:10]([CH3:12])[CH3:11])=[CH:8][C:7]([N+:13]([O-])=O)=[CH:6][C:5]=1[CH:16]([C:32]1[CH:37]=[C:36]([N+:38]([O-])=O)[CH:35]=[C:34]([CH:41]([CH3:43])[CH3:42])[C:33]=1[O:44][CH2:45][CH3:46])[C:17]1[CH:22]=[C:21]([N+:23]([O-])=O)[CH:20]=[C:19]([CH:26]([CH3:28])[CH3:27])[C:18]=1[O:29][CH2:30][CH3:31])[CH3:2], predict the reaction product. The product is: [CH:16]([C:17]1[C:18]([O:29][CH2:30][CH3:31])=[C:19]([CH:26]([CH3:28])[CH3:27])[CH:20]=[C:21]([CH:22]=1)[NH2:23])([C:32]1[C:33]([O:44][CH2:45][CH3:46])=[C:34]([CH:41]([CH3:43])[CH3:42])[CH:35]=[C:36]([CH:37]=1)[NH2:38])[C:5]1[C:4]([O:3][CH2:1][CH3:2])=[C:9]([CH:10]([CH3:11])[CH3:12])[CH:8]=[C:7]([CH:6]=1)[NH2:13]. (3) The product is: [CH:25]([C:28]1[CH:29]=[C:30]([CH:43]=[CH:44][C:45]=1[O:46][CH2:47][O:48][CH3:49])[CH2:31][C:32]1[C:39]([CH3:40])=[CH:38][C:35]([CH2:20][Br:24])=[C:34]([CH3:41])[C:33]=1[CH3:42])([CH3:27])[CH3:26]. Given the reactants C1(P(C2C=CC=CC=2)C2C=CC=CC=2)C=CC=CC=1.[C:20]([Br:24])(Br)(Br)Br.[CH:25]([C:28]1[CH:29]=[C:30]([CH:43]=[CH:44][C:45]=1[O:46][CH2:47][O:48][CH3:49])[CH2:31][C:32]1[C:39]([CH3:40])=[CH:38][C:35](CO)=[C:34]([CH3:41])[C:33]=1[CH3:42])([CH3:27])[CH3:26], predict the reaction product. (4) Given the reactants [CH:1]1([CH:4]([O:6][C:7]2[CH:8]=[C:9]([CH2:13]O)[CH:10]=[CH:11][CH:12]=2)[CH3:5])[CH2:3][CH2:2]1.C1C=CC(P(C2C=CC=CC=2)C2C=CC=CC=2)=CC=1.C(Cl)(Cl)(Cl)[Cl:35], predict the reaction product. The product is: [Cl:35][CH2:13][C:9]1[CH:10]=[CH:11][CH:12]=[C:7]([O:6][CH:4]([CH:1]2[CH2:3][CH2:2]2)[CH3:5])[CH:8]=1. (5) Given the reactants Cl.[CH:2]1([C:5]2[N:6]=[CH:7][C:8]([O:11][C@@H:12]3[CH2:22][N:15]4[C:16](=[O:21])[CH2:17][CH2:18][NH:19][CH2:20][C@H:14]4[CH2:13]3)=[N:9][CH:10]=2)[CH2:4][CH2:3]1.C(N(CC)CC)C.[F:30][C:31]([F:42])([F:41])[O:32][C:33]1[CH:40]=[CH:39][C:36]([CH:37]=O)=[CH:35][CH:34]=1.C(O[BH-](OC(=O)C)OC(=O)C)(=O)C.[Na+], predict the reaction product. The product is: [CH:2]1([C:5]2[N:6]=[CH:7][C:8]([O:11][C@@H:12]3[CH2:22][N:15]4[C:16](=[O:21])[CH2:17][CH2:18][N:19]([CH2:37][C:36]5[CH:39]=[CH:40][C:33]([O:32][C:31]([F:30])([F:41])[F:42])=[CH:34][CH:35]=5)[CH2:20][C@H:14]4[CH2:13]3)=[N:9][CH:10]=2)[CH2:4][CH2:3]1. (6) The product is: [NH2:31][C:29]1[N:30]=[C:1]([CH3:2])[C:4]2[C:9](=[O:10])[CH2:8][CH:7]([C:11]3[CH:16]=[CH:15][C:14]([F:17])=[CH:13][CH:12]=3)[CH2:6][C:5]=2[N:28]=1. Given the reactants [C:1]([CH:4]1[C:9](=[O:10])[CH2:8][CH:7]([C:11]2[CH:16]=[CH:15][C:14]([F:17])=[CH:13][CH:12]=2)[CH2:6][C:5]1=O)(=O)[CH3:2].N1CCCC1.C(=O)(O)O.[NH2:28][C:29]([NH2:31])=[NH:30], predict the reaction product.